Task: Predict the reactants needed to synthesize the given product.. Dataset: Full USPTO retrosynthesis dataset with 1.9M reactions from patents (1976-2016) Given the product [C:1]([O:5][C:6](=[O:9])[CH:7]=[CH2:8])([CH3:4])([CH3:3])[CH3:2].[C:10]([NH2:14])(=[O:13])[CH:11]=[CH2:12], predict the reactants needed to synthesize it. The reactants are: [C:1]([O:5][C:6](=[O:9])[CH:7]=[CH2:8])([CH3:4])([CH3:3])[CH3:2].[C:10]([NH2:14])(=[O:13])[CH:11]=[CH2:12].